This data is from Forward reaction prediction with 1.9M reactions from USPTO patents (1976-2016). The task is: Predict the product of the given reaction. (1) Given the reactants C([Mg]Cl)(C)C.[OH:6][CH2:7][C@H:8]([CH3:35])[C@@H:9]([NH:16][C:17]1[C:18](=[O:34])[N:19]([C:23]2[CH:24]=[C:25]([CH:30]=[CH:31][C:32]=2[CH3:33])[C:26]([O:28]C)=O)[CH:20]=[CH:21][N:22]=1)[C:10]1[CH:15]=[CH:14][CH:13]=[CH:12][CH:11]=1.[CH:36]1([NH2:39])[CH2:38][CH2:37]1, predict the reaction product. The product is: [CH:36]1([NH:39][C:26](=[O:28])[C:25]2[CH:30]=[CH:31][C:32]([CH3:33])=[C:23]([N:19]3[CH:20]=[CH:21][N:22]=[C:17]([NH:16][C@@H:9]([C:10]4[CH:11]=[CH:12][CH:13]=[CH:14][CH:15]=4)[C@@H:8]([CH3:35])[CH2:7][OH:6])[C:18]3=[O:34])[CH:24]=2)[CH2:38][CH2:37]1. (2) Given the reactants C([O:8][C:9]1[C:10]([F:25])=[C:11]2[C:15](=[CH:16][CH:17]=1)[N:14]([C:18]([O:20][C:21]([CH3:24])([CH3:23])[CH3:22])=[O:19])[CH:13]=[CH:12]2)C1C=CC=CC=1, predict the reaction product. The product is: [C:21]([O:20][C:18]([N:14]1[C:15]2[C:11](=[C:10]([F:25])[C:9]([OH:8])=[CH:17][CH:16]=2)[CH2:12][CH2:13]1)=[O:19])([CH3:24])([CH3:22])[CH3:23].